Dataset: Drug-target binding data from BindingDB using IC50 measurements. Task: Regression. Given a target protein amino acid sequence and a drug SMILES string, predict the binding affinity score between them. We predict pIC50 (pIC50 = -log10(IC50 in M); higher means more potent). Dataset: bindingdb_ic50. (1) The drug is COc1cc2ncnc(-n3nc(-c4ccccn4)nc3N)c2cc1OCCCNC(=O)C(F)(F)F. The target protein (Q13315) has sequence MSLVLNDLLICCRQLEHDRATERKKEVEKFKRLIRDPETIKHLDRHSDSKQGKYLNWDAVFRFLQKYIQKETECLRIAKPNVSASTQASRQKKMQEISSLVKYFIKCANRRAPRLKCQELLNYIMDTVKDSSNGAIYGADCSNILLKDILSVRKYWCEISQQQWLELFSVYFRLYLKPSQDVHRVLVARIIHAVTKGCCSQTDGLNSKFLDFFSKAIQCARQEKSSSGLNHILAALTIFLKTLAVNFRIRVCELGDEILPTLLYIWTQHRLNDSLKEVIIELFQLQIYIHHPKGAKTQEKGAYESTKWRSILYNLYDLLVNEISHIGSRGKYSSGFRNIAVKENLIELMADICHQVFNEDTRSLEISQSYTTTQRESSDYSVPCKRKKIELGWEVIKDHLQKSQNDFDLVPWLQIATQLISKYPASLPNCELSPLLMILSQLLPQQRHGERTPYVLRCLTEVALCQDKRSNLESSQKSDLLKLWNKIWCITFRGISSEQI.... The pIC50 is 5.5. (2) The drug is NC(=O)C1(NC(=O)CCCOc2ccc(Cl)c(Cl)c2)Cc2ccccc2C1. The target protein (P34948) has sequence MSSEKLFRIQCGYQNYDWGKIGSSSAVAQFVHNSDPSITIDETKPYAELWMGTHPSVPSKAIDLNNQTLRDLVTAKPQEYLGESIITKFGSSKELPFLFKVLSIEKVLSIQAHPDKKLGAQLHAADPKNYPDDNHKPEMAIAVTDFEGFCGFKPLDQLAKTLATVPELNEIIGQELVDEFISGIKLPAEVGSQDDVNNRKLLQKVFGKLMNTDDDVIKQQTAKLLERTDREPQVFKDIDSRLPELIQRLNKQFPNDIGLFCGCLLLNHVGLNKGEAMFLQAKDPHAYISGDIIECMAASDNVVRAGFTPKFKDVKNLVEMLTYSYESVEKQKMPLQEFPRSKGDAVKSVLYDPPIAEFSVLQTIFDKSKGGKQVIEGLNGPSIVIATNGKGTIQITGDDSTKQKIDTGYVFFVAPGSSIELTADSANQDQDFTTYRAFVEA. The pIC50 is 4.8.